This data is from Full USPTO retrosynthesis dataset with 1.9M reactions from patents (1976-2016). The task is: Predict the reactants needed to synthesize the given product. (1) Given the product [F:1][C:2]1[C:31]([F:32])=[CH:30][CH:29]=[CH:28][C:3]=1[CH2:4][NH:5][C:6]1[C:11]([C:12]([NH2:14])=[O:13])=[CH:10][N:9]=[C:8]([NH:15][C:16]2[CH:17]=[CH:18][C:19]([CH:22]3[CH2:23][CH2:24][N:25]([CH2:43][CH2:44][F:45])[CH2:26][CH2:27]3)=[CH:20][CH:21]=2)[CH:7]=1, predict the reactants needed to synthesize it. The reactants are: [F:1][C:2]1[C:31]([F:32])=[CH:30][CH:29]=[CH:28][C:3]=1[CH2:4][NH:5][C:6]1[C:11]([C:12]([NH2:14])=[O:13])=[CH:10][N:9]=[C:8]([NH:15][C:16]2[CH:21]=[CH:20][C:19]([CH:22]3[CH2:27][CH2:26][NH:25][CH2:24][CH2:23]3)=[CH:18][CH:17]=2)[CH:7]=1.CCN(C(C)C)C(C)C.Br[CH2:43][CH2:44][F:45]. (2) Given the product [F:1][C:2]1[CH:30]=[CH:29][CH:28]=[CH:27][C:3]=1[CH2:4][N:5]1[C:9]2=[N:10][CH:11]=[CH:12][CH:13]=[C:8]2[C:7]([C:14]2[N:15]=[C:16]([N:35]3[CH2:36][CH2:37][CH:33]([C:32]([F:39])([F:38])[F:31])[CH2:34]3)[C:17]3[C:22]([CH3:24])([CH3:23])[C:21](=[O:25])[NH:20][C:18]=3[N:19]=2)=[N:6]1, predict the reactants needed to synthesize it. The reactants are: [F:1][C:2]1[CH:30]=[CH:29][CH:28]=[CH:27][C:3]=1[CH2:4][N:5]1[C:9]2=[N:10][CH:11]=[CH:12][CH:13]=[C:8]2[C:7]([C:14]2[N:15]=[C:16](I)[C:17]3[C:22]([CH3:24])([CH3:23])[C:21](=[O:25])[NH:20][C:18]=3[N:19]=2)=[N:6]1.[F:31][C:32]([F:39])([F:38])[CH:33]1[CH2:37][CH2:36][NH:35][CH2:34]1. (3) Given the product [OH:1][C:2]1[CH:3]=[C:4](/[CH:5]=[CH:6]/[C:7]([O:9][C:21]2[CH:20]=[CH:19][CH:18]=[CH:16][C:15]=2[C:14]([O:23][CH3:24])=[O:22])=[O:8])[CH:10]=[CH:11][C:12]=1[OH:13], predict the reactants needed to synthesize it. The reactants are: [OH:1][C:2]1[CH:3]=[C:4]([CH:10]=[CH:11][C:12]=1[OH:13])[CH:5]=[CH:6][C:7]([OH:9])=[O:8].[C:14]([O:23][CH3:24])(=[O:22])[C:15]1[C:16](=[CH:18][CH:19]=[CH:20][CH:21]=1)O. (4) Given the product [C:25]([C@@H:29]1[CH2:30][CH2:31][C@H:32]([O:23][C:18]2[CH:19]=[C:20]3[C:15](=[CH:16][CH:17]=2)[CH:14]=[C:13]([CH2:12][N:9]2[CH2:10][CH2:11][CH:6]([C:4]([O:3][CH2:1][CH3:2])=[O:5])[CH2:7][CH2:8]2)[CH:22]=[CH:21]3)[CH2:33][CH2:34]1)([CH2:26][CH3:27])([CH3:24])[CH3:28], predict the reactants needed to synthesize it. The reactants are: [CH2:1]([O:3][C:4]([CH:6]1[CH2:11][CH2:10][N:9]([CH2:12][C:13]2[CH:22]=[CH:21][C:20]3[C:15](=[CH:16][CH:17]=[C:18]([OH:23])[CH:19]=3)[CH:14]=2)[CH2:8][CH2:7]1)=[O:5])[CH3:2].[CH3:24][C:25]([C@H:29]1[CH2:34][CH2:33][C@H:32](O)[CH2:31][CH2:30]1)([CH3:28])[CH2:26][CH3:27].C1(P(C2C=CC=CC=2)C2C=CC=CC=2)C=CC=CC=1.C1(C)C=CC=CC=1.N(C(OC(C)C)=O)=NC(OC(C)C)=O. (5) Given the product [CH2:31]=[C:30]([CH:21]=[CH2:22])[CH2:29][O:28][C:23](=[O:27])[C:24]([CH3:26])=[CH2:25], predict the reactants needed to synthesize it. The reactants are: C([N-]C(C)C)(C)C.[Li+].C1OC1C(=C)C.Cl.C(N([CH2:21][CH3:22])CC)C.[C:23]([O:28][C:29](=O)[C:30](C)=[CH2:31])(=[O:27])[C:24]([CH3:26])=[CH2:25]. (6) The reactants are: [CH2:1]([O:3][C:4](=[O:14])/[CH:5]=[CH:6]/[C:7]1[CH:8]=[N:9][C:10]([Cl:13])=[CH:11][CH:12]=1)[CH3:2].[Br-].[F:16][C:17]1[CH:28]=[CH:27][CH:26]=[CH:25][C:18]=1[CH2:19][S+]1CCCC1. Given the product [CH2:1]([O:3][C:4]([C@@H:5]1[C@H:19]([C:18]2[CH:25]=[CH:26][CH:27]=[CH:28][C:17]=2[F:16])[C@H:6]1[C:7]1[CH:8]=[N:9][C:10]([Cl:13])=[CH:11][CH:12]=1)=[O:14])[CH3:2], predict the reactants needed to synthesize it. (7) Given the product [NH2:21][C@@H:6]1[C:5](=[O:29])[N:4]([CH:1]([CH3:3])[CH3:2])[C:10]2[CH:11]=[CH:12][CH:13]=[CH:14][C:9]=2[O:8][C@@H:7]1[C:15]1[CH:20]=[CH:19][CH:18]=[CH:17][CH:16]=1, predict the reactants needed to synthesize it. The reactants are: [CH:1]([N:4]1[C:10]2[CH:11]=[CH:12][CH:13]=[CH:14][C:9]=2[O:8][C@H:7]([C:15]2[CH:20]=[CH:19][CH:18]=[CH:17][CH:16]=2)[C@H:6]([NH:21]C(=O)OC(C)(C)C)[C:5]1=[O:29])([CH3:3])[CH3:2].